Dataset: Forward reaction prediction with 1.9M reactions from USPTO patents (1976-2016). Task: Predict the product of the given reaction. (1) Given the reactants [NH2:1][C:2]1[CH:7]=[CH:6][C:5](Br)=[C:4]([CH2:9][CH3:10])[N:3]=1.[N:11]1([S:17]([C:20]2[CH:25]=[CH:24][C:23]([SH:26])=[CH:22][CH:21]=2)(=[O:19])=[O:18])[CH2:16][CH2:15][O:14][CH2:13][CH2:12]1.[Cl:27][C:28]1[CH:33]=[C:32]([Cl:34])[CH:31]=[CH:30][C:29]=1[S:35](Cl)(=[O:37])=[O:36], predict the reaction product. The product is: [Cl:27][C:28]1[CH:33]=[C:32]([Cl:34])[CH:31]=[CH:30][C:29]=1[S:35]([NH:1][C:2]1[CH:7]=[CH:6][C:5]([S:26][C:23]2[CH:22]=[CH:21][C:20]([S:17]([N:11]3[CH2:12][CH2:13][O:14][CH2:15][CH2:16]3)(=[O:19])=[O:18])=[CH:25][CH:24]=2)=[C:4]([CH2:9][CH3:10])[N:3]=1)(=[O:37])=[O:36]. (2) Given the reactants Cl.Cl.[NH2:3][CH:4]([CH3:15])[CH2:5][C:6]([C:8]1[CH:9]=[N:10][CH:11]=[CH:12][C:13]=1Cl)=[O:7].C(N(C(C)C)CC)(C)C, predict the reaction product. The product is: [O:7]=[C:6]1[C:8]2[C:13](=[CH:12][CH:11]=[N:10][CH:9]=2)[NH:3][CH:4]([CH3:15])[CH2:5]1.